Dataset: Catalyst prediction with 721,799 reactions and 888 catalyst types from USPTO. Task: Predict which catalyst facilitates the given reaction. Reactant: [CH2:1]([N:4]1[C:13]2[C:8](=[CH:9][CH:10]=[C:11]([O:14]CC=C)[N:12]=2)[CH:7]=[CH:6][C:5]1=[O:18])[CH:2]=[CH2:3].Br. Product: [CH2:1]([N:4]1[C:13]2[NH:12][C:11](=[O:14])[CH:10]=[CH:9][C:8]=2[CH:7]=[CH:6][C:5]1=[O:18])[CH:2]=[CH2:3]. The catalyst class is: 15.